From a dataset of Rat liver microsome stability data. Regression/Classification. Given a drug SMILES string, predict its absorption, distribution, metabolism, or excretion properties. Task type varies by dataset: regression for continuous measurements (e.g., permeability, clearance, half-life) or binary classification for categorical outcomes (e.g., BBB penetration, CYP inhibition). Dataset: rlm. (1) The molecule is Cc1cc(-c2nnc(N)nc2-c2cc(F)cc(F)c2)cc(C)n1. The result is 0 (unstable in rat liver microsomes). (2) The drug is Cn1c(Nc2ccc(I)cc2F)c(C(=O)NOC[C@H](O)CO)c2c1C(=O)CC2. The result is 0 (unstable in rat liver microsomes).